Task: Predict the product of the given reaction.. Dataset: Forward reaction prediction with 1.9M reactions from USPTO patents (1976-2016) (1) Given the reactants [C:1]([CH:3]=[C:4]1[CH2:9][CH2:8][N:7]([C:10]2[CH:15]=[CH:14][C:13]([N:16]3[CH2:20][C@H:19]([CH2:21][NH:22][CH:23]=[O:24])[O:18][C:17]3=[O:25])=[CH:12][CH:11]=2)[CH2:6][CH2:5]1)#[N:2], predict the reaction product. The product is: [C:1]([CH2:3][CH:4]1[CH2:9][CH2:8][N:7]([C:10]2[CH:15]=[CH:14][C:13]([N:16]3[CH2:20][C@H:19]([CH2:21][NH:22][CH:23]=[O:24])[O:18][C:17]3=[O:25])=[CH:12][CH:11]=2)[CH2:6][CH2:5]1)#[N:2]. (2) Given the reactants [CH:1]12[CH2:6][CH:5]1[C:4](=[O:7])O[C:2]2=[O:8].[CH2:9]([CH2:11][NH2:12])[OH:10], predict the reaction product. The product is: [OH:10][CH2:9][CH2:11][N:12]1[C:2](=[O:8])[CH:1]2[CH:5]([CH2:6]2)[C:4]1=[O:7]. (3) The product is: [CH3:56][Si:57]([CH3:71])([CH3:70])[CH2:58][CH2:59][O:60][C:61]([N:63]1[CH2:64][CH2:65][CH:66]([NH:69][CH2:54][C:21]2[CH:22]=[C:23]([C:26]3[CH:53]=[CH:52][C:29]4[N:30]([C:33]([C:46]5[CH:47]=[CH:48][CH:49]=[CH:50][CH:51]=5)([C:40]5[CH:45]=[CH:44][CH:43]=[CH:42][CH:41]=5)[C:34]5[CH:39]=[CH:38][CH:37]=[CH:36][CH:35]=5)[N:31]=[N:32][C:28]=4[CH:27]=3)[CH:24]=[CH:25][C:20]=2[F:19])[CH2:67][CH2:68]1)=[O:62]. Given the reactants C(O[BH-](OC(=O)C)OC(=O)C)(=O)C.[Na+].C(O)(=O)C.[F:19][C:20]1[CH:25]=[CH:24][C:23]([C:26]2[CH:53]=[CH:52][C:29]3[N:30]([C:33]([C:46]4[CH:51]=[CH:50][CH:49]=[CH:48][CH:47]=4)([C:40]4[CH:45]=[CH:44][CH:43]=[CH:42][CH:41]=4)[C:34]4[CH:39]=[CH:38][CH:37]=[CH:36][CH:35]=4)[N:31]=[N:32][C:28]=3[CH:27]=2)=[CH:22][C:21]=1[CH:54]=O.[CH3:56][Si:57]([CH3:71])([CH3:70])[CH2:58][CH2:59][O:60][C:61]([N:63]1[CH2:68][CH2:67][CH:66]([NH2:69])[CH2:65][CH2:64]1)=[O:62].C(=O)([O-])[O-].[Na+].[Na+], predict the reaction product. (4) Given the reactants [CH2:1]([N:3]([CH2:7][CH3:8])[CH2:4][CH2:5][NH2:6])[CH3:2].[CH3:9][O:10][C@@H:11]1[C@@H:16]([CH2:17][OH:18])[O:15][C@@H:14]([N:19]2[C:31]3[C:30]4[NH:32][C:33]5[CH:34]=[CH:35][CH:36]=[CH:37][C:38]=5[C:29]=4[C:28]4[C:39](=O)[O:40][C:41](=[O:42])[C:27]=4[C:26]=3[C:25]3[C:20]2=[CH:21][CH:22]=[CH:23][CH:24]=3)[C@H:13]([OH:44])[C@H:12]1[OH:45].Cl.C(OCC)(=O)C, predict the reaction product. The product is: [CH2:1]([N:3]([CH2:4][CH2:5][N:6]1[C:41](=[O:42])[C:27]2[C:26]3[C:25]4[C:20](=[CH:21][CH:22]=[CH:23][CH:24]=4)[N:19]([C@@H:14]4[O:15][C@H:16]([CH2:17][OH:18])[C@@H:11]([O:10][CH3:9])[C@H:12]([OH:45])[C@H:13]4[OH:44])[C:31]=3[C:30]3[NH:32][C:33]4[CH:34]=[CH:35][CH:36]=[CH:37][C:38]=4[C:29]=3[C:28]=2[C:39]1=[O:40])[CH2:7][CH3:8])[CH3:2]. (5) Given the reactants [NH2:1][CH2:2][CH2:3][C:4]1[N:5]=[C:6]([NH:9][S:10]([C:13]2[CH:18]=[CH:17][CH:16]=[C:15]([Cl:19])[C:14]=2[CH3:20])(=[O:12])=[O:11])[S:7][CH:8]=1.[CH3:21][N:22]1[CH:26]=[C:25]([S:27](Cl)(=[O:29])=[O:28])[N:24]=[CH:23]1, predict the reaction product. The product is: [Cl:19][C:15]1[C:14]([CH3:20])=[C:13]([S:10]([NH:9][C:6]2[S:7][CH:8]=[C:4]([CH2:3][CH2:2][NH:1][S:27]([C:25]3[N:24]=[CH:23][N:22]([CH3:21])[CH:26]=3)(=[O:29])=[O:28])[N:5]=2)(=[O:11])=[O:12])[CH:18]=[CH:17][CH:16]=1.